This data is from HIV replication inhibition screening data with 41,000+ compounds from the AIDS Antiviral Screen. The task is: Binary Classification. Given a drug SMILES string, predict its activity (active/inactive) in a high-throughput screening assay against a specified biological target. (1) The molecule is Cc1cc(Cc2cc(C)cc(S(=O)(=O)O)c2O)c(O)c(S(=O)(=O)O)c1. The result is 1 (active). (2) The drug is CCOC(=O)C1N(S(=O)(=O)c2ccc(C)cc2)CCC12C(c1ccc(OC)cc1)NC1CCCCC12. The result is 0 (inactive).